This data is from Catalyst prediction with 721,799 reactions and 888 catalyst types from USPTO. The task is: Predict which catalyst facilitates the given reaction. (1) Reactant: [F:1][C:2]1[CH:7]=[CH:6][C:5]([C:8]2[N:12]=[C:11]([CH:13]3[CH2:18][CH2:17][NH:16][CH2:15][CH2:14]3)[N:10]([C:19]3[N:24]=[CH:23][CH:22]=[CH:21][N:20]=3)[N:9]=2)=[CH:4][CH:3]=1.Cl.Br[CH2:27][C:28]([C:30]1[CH:35]=[CH:34][CH:33]=[CH:32][CH:31]=1)=[O:29].C(=O)([O-])[O-].[K+].[K+]. Product: [F:1][C:2]1[CH:3]=[CH:4][C:5]([C:8]2[N:12]=[C:11]([CH:13]3[CH2:18][CH2:17][N:16]([CH2:27][C:28]([C:30]4[CH:35]=[CH:34][CH:33]=[CH:32][CH:31]=4)=[O:29])[CH2:15][CH2:14]3)[N:10]([C:19]3[N:20]=[CH:21][CH:22]=[CH:23][N:24]=3)[N:9]=2)=[CH:6][CH:7]=1. The catalyst class is: 3. (2) Reactant: [CH2:1]([O:8][C:9](=[O:28])[C@@H:10]([NH:20][C:21]([O:23]C(C)(C)C)=O)[CH2:11][C:12]1[CH:17]=[CH:16][C:15]([O:18][CH3:19])=[CH:14][CH:13]=1)[C:2]1[CH:7]=[CH:6][CH:5]=[CH:4][CH:3]=1.FC(F)(F)C(O)=O.C(N(CC)C(C)C)(C)C.[C:45]([NH:52][C:53]1(C(O)=O)[CH2:55][CH2:54]1)([O:47][C:48]([CH3:51])([CH3:50])[CH3:49])=[O:46].CN(C(ON1N=NC2C=CC=NC1=2)=[N+](C)C)C.F[P-](F)(F)(F)(F)F. Product: [CH2:1]([O:8][C:9](=[O:28])[C@@H:10]([NH:20][C:21]([C:53]1([NH:52][C:45]([O:47][C:48]([CH3:51])([CH3:50])[CH3:49])=[O:46])[CH2:54][CH2:55]1)=[O:23])[CH2:11][C:12]1[CH:13]=[CH:14][C:15]([O:18][CH3:19])=[CH:16][CH:17]=1)[C:2]1[CH:3]=[CH:4][CH:5]=[CH:6][CH:7]=1. The catalyst class is: 4. (3) Reactant: CS(O[CH2:6][C@@H:7]1[O:11][C:10](=[O:12])[N:9]([C:13]2[CH:24]=[CH:23][C:16]3[N:17]([CH3:22])[C:18](=[O:21])[O:19][CH2:20][C:15]=3[CH:14]=2)[CH2:8]1)(=O)=O.[N-:25]=[N+:26]=[N-:27].[Na+]. Product: [N:25]([CH2:6][C@@H:7]1[O:11][C:10](=[O:12])[N:9]([C:13]2[CH:24]=[CH:23][C:16]3[N:17]([CH3:22])[C:18](=[O:21])[O:19][CH2:20][C:15]=3[CH:14]=2)[CH2:8]1)=[N+:26]=[N-:27]. The catalyst class is: 35. (4) Product: [C:1]([N:4]1[C:13]2[C:8](=[CH:9][CH:10]=[CH:11][CH:12]=2)[C@H:7]([NH:14][C:15]2[CH:16]=[CH:17][C:18]([OH:21])=[CH:19][CH:20]=2)[CH2:6][C@@H:5]1[CH3:25])(=[O:3])[CH3:2].[ClH:30]. The catalyst class is: 5. Reactant: [C:1]([N:4]1[C:13]2[C:8](=[CH:9][CH:10]=[CH:11][CH:12]=2)[C:7](=[N:14][C:15]2[CH:20]=[CH:19][C:18]([O:21]C(=O)C)=[CH:17][CH:16]=2)[CH2:6][CH:5]1[CH3:25])(=[O:3])[CH3:2].C([BH3-])#N.[Na+].[ClH:30].C([O-])(O)=O.[Na+]. (5) Reactant: [Br:1][C:2]1[CH:7]=[CH:6][C:5]([C:8]2[CH:9]=[N:10][NH:11][CH:12]=2)=[CH:4][CH:3]=1.C(=O)([O-])[O-].[Cs+].[Cs+].[CH3:19][O:20][CH2:21][CH2:22]Br. Product: [Br:1][C:2]1[CH:3]=[CH:4][C:5]([C:8]2[CH:12]=[N:11][N:10]([CH2:22][CH2:21][O:20][CH3:19])[CH:9]=2)=[CH:6][CH:7]=1. The catalyst class is: 39. (6) Reactant: F[C:2]1[CH:7]=[CH:6][C:5]([N+:8]([O-:10])=[O:9])=[CH:4][C:3]=1[CH3:11].CN1CCCC1=O.[NH2:19][CH2:20][CH2:21][CH:22]([OH:24])[CH3:23].C(N(CC)CC)C. Product: [N+:8]([C:5]1[CH:6]=[CH:7][C:2]([NH:19][CH2:20][CH2:21][CH:22]([OH:24])[CH3:23])=[C:3]([CH3:11])[CH:4]=1)([O-:10])=[O:9]. The catalyst class is: 6. (7) Reactant: [N+](C1C=CC(CCN)=CC=1)([O-])=O.[CH3:13][O:14][C:15]1[N:20]=[C:19]([NH:21][CH2:22][CH2:23][CH2:24][C:25]2[CH:30]=[CH:29][CH:28]=[CH:27][CH:26]=2)[CH:18]=[C:17]([C:31]2[CH:36]=[CH:35][CH:34]=[C:33]([O:37][CH3:38])[CH:32]=2)[N:16]=1.[ClH:39]. Product: [ClH:39].[CH3:13][O:14][C:15]1[N:20]=[C:19]([NH:21][CH2:22][CH2:23][CH2:24][C:25]2[CH:30]=[CH:29][CH:28]=[CH:27][CH:26]=2)[CH:18]=[C:17]([C:31]2[CH:36]=[CH:35][CH:34]=[C:33]([O:37][CH3:38])[CH:32]=2)[N:16]=1. The catalyst class is: 863. (8) The catalyst class is: 7. Reactant: O[CH:2]1[CH2:7][CH2:6][N:5]([C:8]([O:10][C:11]([CH3:14])([CH3:13])[CH3:12])=[O:9])[CH2:4][CH2:3]1.C1(P(C2C=CC=CC=2)C2C=CC=CC=2)C=CC=CC=1.N(C(OCC)=O)=NC(OCC)=O.[NH:46]1[CH:50]=[C:49]([C:51]([O:53][CH2:54][CH3:55])=[O:52])[N:48]=[N:47]1. Product: [CH2:54]([O:53][C:51]([C:49]1[CH:50]=[N:46][N:47]([CH:2]2[CH2:7][CH2:6][N:5]([C:8]([O:10][C:11]([CH3:14])([CH3:13])[CH3:12])=[O:9])[CH2:4][CH2:3]2)[N:48]=1)=[O:52])[CH3:55].